From a dataset of Catalyst prediction with 721,799 reactions and 888 catalyst types from USPTO. Predict which catalyst facilitates the given reaction. Reactant: [Cl:1][C:2]1[CH:10]=[C:9]([NH:11][C:12]([CH2:14][C:15]2[CH:20]=[CH:19][CH:18]=[CH:17][C:16]=2[CH3:21])=[O:13])[CH:8]=[CH:7][C:3]=1[C:4]([OH:6])=O.[N+:22]([CH3:25])([O-:24])=[O:23].C(P(=O)(OCC)OCC)#N.C(N(CC)CC)C. Product: [Cl:1][C:2]1[CH:10]=[C:9]([NH:11][C:12](=[O:13])[CH2:14][C:15]2[CH:20]=[CH:19][CH:18]=[CH:17][C:16]=2[CH3:21])[CH:8]=[CH:7][C:3]=1[C:4]([CH2:25][N+:22]([O-:24])=[O:23])=[O:6]. The catalyst class is: 3.